Predict the product of the given reaction. From a dataset of Forward reaction prediction with 1.9M reactions from USPTO patents (1976-2016). (1) Given the reactants [Cl:1][C:2]1[C:3](=[O:13])[C:4]2([CH3:12])[O:10][C:7]([CH3:11])([C:8]=1Cl)[CH:6]=[CH:5]2.[CH3:14][OH:15].C[O-].[Na+], predict the reaction product. The product is: [Cl:1][C:2]1[C:3](=[O:13])[C:4]2([CH3:12])[O:10][C:7]([CH3:11])([C:8]=1[O:15][CH3:14])[CH:6]=[CH:5]2. (2) Given the reactants Br[C:2]1[CH:7]=[C:6]([CH2:8][NH:9][C:10]2[CH:28]=[CH:27][CH:26]=[CH:25][C:11]=2[C:12]([NH:14][C:15]2[CH:16]=[CH:17][C:18]3[C:22]([CH:23]=2)=[N:21][N:20]([CH3:24])[CH:19]=3)=[O:13])[CH:5]=[CH:4][N:3]=1.CC1(C)C2C(=C(P(C3C=CC=CC=3)C3C=CC=CC=3)C=CC=2)OC2C(P(C3C=CC=CC=3)C3C=CC=CC=3)=CC=CC1=2.C(=O)([O-])[O-].[Cs+].[Cs+].[OH:77][CH:78]1[CH2:82][CH2:81][N:80]([C:83]([NH2:85])=[O:84])[CH2:79]1, predict the reaction product. The product is: [CH3:24][N:20]1[CH:19]=[C:18]2[C:22]([CH:23]=[C:15]([NH:14][C:12]([C:11]3[CH:25]=[CH:26][CH:27]=[CH:28][C:10]=3[NH:9][CH2:8][C:6]3[CH:5]=[CH:4][N:3]=[C:2]([NH:85][C:83]([N:80]4[CH2:81][CH2:82][CH:78]([OH:77])[CH2:79]4)=[O:84])[CH:7]=3)=[O:13])[CH:16]=[CH:17]2)=[N:21]1. (3) The product is: [C:1]([N:4]1[C:12]2[C:7](=[CH:8][CH:9]=[C:10]([F:13])[CH:11]=2)[C:6](=[C:26]([OH:27])[C:25]2[CH:29]=[CH:30][CH:31]=[C:23]([O:22][CH2:21][CH2:20][C:18]([O:17][CH2:15][CH3:16])=[O:19])[CH:24]=2)[C:5]1=[O:14])(=[O:3])[CH3:2]. Given the reactants [C:1]([N:4]1[C:12]2[C:7](=[CH:8][CH:9]=[C:10]([F:13])[CH:11]=2)[CH2:6][C:5]1=[O:14])(=[O:3])[CH3:2].[CH2:15]([O:17][C:18]([CH2:20][CH2:21][O:22][C:23]1[CH:24]=[C:25]([CH:29]=[CH:30][CH:31]=1)[C:26](O)=[O:27])=[O:19])[CH3:16], predict the reaction product.